This data is from Forward reaction prediction with 1.9M reactions from USPTO patents (1976-2016). The task is: Predict the product of the given reaction. Given the reactants [NH2:1][C:2]1[N:7]=[C:6](S(C)=O)[C:5]([C:11]#[N:12])=[C:4]([N:13]2[CH:17]=[CH:16][CH:15]=[N:14]2)[N:3]=1.[F:18][C:19]([F:29])([F:28])[C:20]1[CH:27]=[CH:26][C:23]([CH2:24][NH2:25])=[CH:22][CH:21]=1, predict the reaction product. The product is: [NH2:1][C:2]1[N:3]=[C:4]([N:13]2[CH:17]=[CH:16][CH:15]=[N:14]2)[C:5]([C:11]#[N:12])=[C:6]([NH:25][CH2:24][C:23]2[CH:22]=[CH:21][C:20]([C:19]([F:18])([F:28])[F:29])=[CH:27][CH:26]=2)[N:7]=1.